From a dataset of Forward reaction prediction with 1.9M reactions from USPTO patents (1976-2016). Predict the product of the given reaction. (1) Given the reactants [F:1][C:2]1[C:7]([F:8])=[CH:6][CH:5]=[CH:4][C:3]=1[C@H:9]([N:11]([CH2:34][C:35]1[CH:40]=[CH:39][C:38]([C:41]([O:43][CH3:44])=[O:42])=[CH:37][CH:36]=1)[C:12]([C@@H:14]1[CH2:23][C:22]2[C:17](=[CH:18][CH:19]=[CH:20][CH:21]=2)[CH2:16][N:15]1C(OCC1C=CC=CC=1)=O)=[O:13])[CH3:10], predict the reaction product. The product is: [F:1][C:2]1[C:7]([F:8])=[CH:6][CH:5]=[CH:4][C:3]=1[C@H:9]([N:11]([CH2:34][C:35]1[CH:36]=[CH:37][C:38]([C:41]([O:43][CH3:44])=[O:42])=[CH:39][CH:40]=1)[C:12]([C@@H:14]1[CH2:23][C:22]2[C:17](=[CH:18][CH:19]=[CH:20][CH:21]=2)[CH2:16][NH:15]1)=[O:13])[CH3:10]. (2) Given the reactants [OH:1][C:2]1[CH:7]=[CH:6][C:5]([CH3:8])=[CH:4][C:3]=1[C:9]1[N:14]=[C:13]([N:15]2[C:19]([C:20]([F:23])([F:22])[F:21])=[C:18]([C:24]([O:26][CH2:27][CH3:28])=[O:25])[CH:17]=[N:16]2)[CH:12]=[CH:11][CH:10]=1.N1C=CC=CC=1.[S:35](O[S:35]([C:38]([F:41])([F:40])[F:39])(=[O:37])=[O:36])([C:38]([F:41])([F:40])[F:39])(=[O:37])=[O:36], predict the reaction product. The product is: [CH3:8][C:5]1[CH:6]=[CH:7][C:2]([O:1][S:35]([C:38]([F:41])([F:40])[F:39])(=[O:37])=[O:36])=[C:3]([C:9]2[N:14]=[C:13]([N:15]3[C:19]([C:20]([F:23])([F:22])[F:21])=[C:18]([C:24]([O:26][CH2:27][CH3:28])=[O:25])[CH:17]=[N:16]3)[CH:12]=[CH:11][CH:10]=2)[CH:4]=1. (3) Given the reactants [C:1]([O:5][C:6](=[O:15])[NH:7][C:8]1[CH:13]=[CH:12][C:11]([F:14])=[CH:10][CH:9]=1)([CH3:4])([CH3:3])[CH3:2].[H-].[Na+].Br[CH2:19][C:20]1[CH:25]=[CH:24][C:23]([I:26])=[CH:22][CH:21]=1, predict the reaction product. The product is: [C:1]([O:5][C:6](=[O:15])[N:7]([C:8]1[CH:9]=[CH:10][C:11]([F:14])=[CH:12][CH:13]=1)[CH2:19][C:20]1[CH:25]=[CH:24][C:23]([I:26])=[CH:22][CH:21]=1)([CH3:4])([CH3:2])[CH3:3]. (4) Given the reactants [Cl-].[Li+].BrC(Br)C.Cl[Si](C)(C)C.[C:12]([N:19]1[CH2:22][CH:21](I)[CH2:20]1)([O:14][C:15]([CH3:18])([CH3:17])[CH3:16])=[O:13].[CH:24]1([C:27]2[CH:43]=[CH:42][C:30]([CH2:31][O:32][C:33]3[CH:38]=[CH:37][C:36](I)=[CH:35][C:34]=3[O:40][CH3:41])=[CH:29][CH:28]=2)[CH2:26][CH2:25]1, predict the reaction product. The product is: [CH:24]1([C:27]2[CH:43]=[CH:42][C:30]([CH2:31][O:32][C:33]3[CH:38]=[CH:37][C:36]([CH:21]4[CH2:22][N:19]([C:12]([O:14][C:15]([CH3:18])([CH3:17])[CH3:16])=[O:13])[CH2:20]4)=[CH:35][C:34]=3[O:40][CH3:41])=[CH:29][CH:28]=2)[CH2:25][CH2:26]1. (5) The product is: [C:1]([N:9]1[CH2:15][CH2:14][CH:13]([Br:21])[C:12](=[O:16])[C:11]2[CH:17]=[CH:18][CH:19]=[CH:20][C:10]1=2)(=[O:8])[C:2]1[CH:3]=[CH:4][CH:5]=[CH:6][CH:7]=1. Given the reactants [C:1]([N:9]1[CH2:15][CH2:14][CH2:13][C:12](=[O:16])[C:11]2[CH:17]=[CH:18][CH:19]=[CH:20][C:10]1=2)(=[O:8])[C:2]1[CH:7]=[CH:6][CH:5]=[CH:4][CH:3]=1.[Br:21]Br.C(N(CC)CC)C, predict the reaction product. (6) Given the reactants [CH2:1]([O:3][C:4](=[O:22])[CH2:5][C:6]1[CH:11]=[CH:10][CH:9]=[C:8]([O:12][C:13]2[CH:18]=[CH:17][C:16]([Br:19])=[CH:15][C:14]=2[CH2:20]Br)[CH:7]=1)[CH3:2].[CH3:23][C@H:24]1[C@@H:28]([C:29]2[CH:34]=[CH:33][CH:32]=[CH:31][CH:30]=2)[O:27][C:26](=[O:35])[NH:25]1, predict the reaction product. The product is: [CH2:1]([O:3][C:4](=[O:22])[CH2:5][C:6]1[CH:11]=[CH:10][CH:9]=[C:8]([O:12][C:13]2[CH:18]=[CH:17][C:16]([Br:19])=[CH:15][C:14]=2[CH2:20][N:25]2[C@@H:24]([CH3:23])[C@@H:28]([C:29]3[CH:34]=[CH:33][CH:32]=[CH:31][CH:30]=3)[O:27][C:26]2=[O:35])[CH:7]=1)[CH3:2]. (7) Given the reactants I[C:2]1[CH:7]=[CH:6][N:5]=[C:4]([N:8]2[C:16]3[CH2:15][CH:14]4[CH2:17][CH:12]([CH2:13]4)[C:11]=3[C:10]([C:18]([NH2:20])=[O:19])=[N:9]2)[CH:3]=1.[C:21]([C@:23]1([OH:30])[CH2:27][CH2:26][N:25]([CH3:28])[C:24]1=[O:29])#[CH:22], predict the reaction product. The product is: [OH:30][C@@:23]1([C:21]#[C:22][C:2]2[CH:7]=[CH:6][N:5]=[C:4]([N:8]3[C:16]4[CH2:15][CH:14]5[CH2:17][CH:12]([CH2:13]5)[C:11]=4[C:10]([C:18]([NH2:20])=[O:19])=[N:9]3)[CH:3]=2)[CH2:27][CH2:26][N:25]([CH3:28])[C:24]1=[O:29]. (8) Given the reactants [F:1][C:2]1[CH:3]=[C:4]([NH:9][C:10]([NH:12][C@H:13]2[CH2:21][C@H:20]3[C@:16]([C:22]4[CH:27]=[CH:26][C:25]([O:28][CH3:29])=[C:24]([O:30][CH3:31])[CH:23]=4)([CH2:17][CH2:18][NH:19]3)[CH2:15][CH2:14]2)=[O:11])[CH:5]=[CH:6][C:7]=1[F:8].[C:32]1(=[O:38])[O:37][C:35](=[O:36])[CH2:34][CH2:33]1.Cl, predict the reaction product. The product is: [F:1][C:2]1[CH:3]=[C:4]([NH:9][C:10]([NH:12][C@H:13]2[CH2:21][C@H:20]3[C@:16]([C:22]4[CH:27]=[CH:26][C:25]([O:28][CH3:29])=[C:24]([O:30][CH3:31])[CH:23]=4)([CH2:17][CH2:18][N:19]3[C:32](=[O:38])[CH2:33][CH2:34][C:35]([OH:37])=[O:36])[CH2:15][CH2:14]2)=[O:11])[CH:5]=[CH:6][C:7]=1[F:8]. (9) Given the reactants [H-].[Al+3].[Li+].[H-].[H-].[H-].[CH2:7]([CH:10]1[CH2:15][CH:14]([C:16](OCC)=[O:17])[CH:13]([C:21]2[CH:26]=[CH:25][C:24]([C:27]3[CH:32]=[C:31]([F:33])[C:30]([F:34])=[C:29]([F:35])[CH:28]=3)=[CH:23][C:22]=2[OH:36])[CH2:12][CH2:11]1)[CH2:8][CH3:9], predict the reaction product. The product is: [F:33][C:31]1[CH:32]=[C:27]([C:24]2[CH:25]=[CH:26][C:21]([CH:13]3[CH2:12][CH2:11][CH:10]([CH2:7][CH2:8][CH3:9])[CH2:15][CH:14]3[CH2:16][OH:17])=[C:22]([OH:36])[CH:23]=2)[CH:28]=[C:29]([F:35])[C:30]=1[F:34].